From a dataset of Reaction yield outcomes from USPTO patents with 853,638 reactions. Predict the reaction yield, written as a fraction of the theoretical maximum amount of product (1.0 means a 100% yield; for example, 0.34 means a 34% yield). (1) The reactants are C(OC(=O)[NH:7][C@H:8]1[CH2:13][CH2:12][CH2:11][CH2:10][C@H:9]1[NH:14][C:15]1[N:16]=[CH:17][C:18]2[S:23][CH:22]=[C:21]([C:24](=[O:37])[NH:25][C:26]3[CH:27]=[C:28]4[C:33](=[C:34]([CH3:36])[CH:35]=3)[N:32]=[CH:31][CH:30]=[CH:29]4)[C:19]=2[N:20]=1)(C)(C)C. The catalyst is C(O)(C(F)(F)F)=O.ClCCl. The product is [CH3:36][C:34]1[CH:35]=[C:26]([NH:25][C:24]([C:21]2[C:19]3[N:20]=[C:15]([NH:14][C@@H:9]4[CH2:10][CH2:11][CH2:12][CH2:13][C@@H:8]4[NH2:7])[N:16]=[CH:17][C:18]=3[S:23][CH:22]=2)=[O:37])[CH:27]=[C:28]2[C:33]=1[N:32]=[CH:31][CH:30]=[CH:29]2. The yield is 0.772. (2) The reactants are [NH2:1][C:2]1[CH:7]=[CH:6][C:5]([C:8]2[S:12][C:11]([CH2:13][NH:14][S:15]([C:18]([F:21])([F:20])[F:19])(=[O:17])=[O:16])=[N:10][CH:9]=2)=[CH:4][CH:3]=1.[F:22][C:23]1[CH:28]=[C:27]([F:29])[C:26]([F:30])=[CH:25][C:24]=1[N:31]=[C:32]=[O:33]. No catalyst specified. The product is [F:21][C:18]([F:19])([F:20])[S:15]([NH:14][CH2:13][C:11]1[S:12][C:8]([C:5]2[CH:4]=[CH:3][C:2]([NH:1][C:32]([NH:31][C:24]3[CH:25]=[C:26]([F:30])[C:27]([F:29])=[CH:28][C:23]=3[F:22])=[O:33])=[CH:7][CH:6]=2)=[CH:9][N:10]=1)(=[O:17])=[O:16]. The yield is 0.720. (3) The reactants are [N+:1]([C:4]1[CH:5]=[C:6]2[C:10](=[CH:11][CH:12]=1)[NH:9][CH:8]=[CH:7]2)([O-:3])=[O:2].[CH2:13]([N:15]1[CH2:20][CH2:19][C:18](=O)[CH2:17][CH2:16]1)[CH3:14].N1CCCC1. The catalyst is CO.O. The product is [CH2:13]([N:15]1[CH2:16][CH:17]=[C:18]([C:7]2[C:6]3[C:10](=[CH:11][CH:12]=[C:4]([N+:1]([O-:3])=[O:2])[CH:5]=3)[NH:9][CH:8]=2)[CH2:19][CH2:20]1)[CH3:14]. The yield is 0.780. (4) The reactants are C12(CS(O)(=O)=O)C(C)(C)C(CC1)CC2=O.[CH2:16]([N:18]1[C:24]2[CH:25]=[CH:26][C:27]([NH2:29])=[CH:28][C:23]=2[O:22][CH2:21][CH2:20][CH2:19]1)[CH3:17].Cl[C:31]1[N:36]=[C:35]([NH:37][C:38]2[C:47]([F:48])=[CH:46][CH:45]=[CH:44][C:39]=2[C:40]([NH:42][CH3:43])=[O:41])[C:34]([Cl:49])=[CH:33][N:32]=1. The catalyst is C(O)(C)C. The product is [Cl:49][C:34]1[C:35]([NH:37][C:38]2[C:47]([F:48])=[CH:46][CH:45]=[CH:44][C:39]=2[C:40]([NH:42][CH3:43])=[O:41])=[N:36][C:31]([NH:29][C:27]2[CH:26]=[CH:25][C:24]3[N:18]([CH2:16][CH3:17])[CH2:19][CH2:20][CH2:21][O:22][C:23]=3[CH:28]=2)=[N:32][CH:33]=1. The yield is 0.430.